This data is from Forward reaction prediction with 1.9M reactions from USPTO patents (1976-2016). The task is: Predict the product of the given reaction. (1) Given the reactants [Cl:1][C:2]1[C:3]([F:29])=[C:4]([CH:26]=[CH:27][CH:28]=1)[NH:5][C:6]1[C:15]2[C:10](=[CH:11][C:12]([O:24][CH3:25])=[C:13]([O:16][CH2:17][CH:18]3[CH2:23][CH2:22][NH:21][CH2:20][CH2:19]3)[CH:14]=2)[N:9]=[CH:8]C=1.C(=O)([O-])[O-].[K+].[K+].Cl[CH2:37][C:38]#[N:39].CC([N:43](C)C)=O, predict the reaction product. The product is: [Cl:1][C:2]1[C:3]([F:29])=[C:4]([CH:26]=[CH:27][CH:28]=1)[NH:5][C:6]1[C:15]2[C:10](=[CH:11][C:12]([O:24][CH3:25])=[C:13]([O:16][CH2:17][CH:18]3[CH2:19][CH2:20][N:21]([CH2:37][C:38]#[N:39])[CH2:22][CH2:23]3)[CH:14]=2)[N:9]=[CH:8][N:43]=1. (2) Given the reactants [CH2:1]([C:3]1[CH:8]=[C:7]([C:9]2[CH:14]=[N:13][CH:12]=[C:11]([CH3:15])[N:10]=2)[CH:6]=[CH:5][C:4]=1[C:16]1[C:27](=[O:28])[NH:26][C:19]2[N:20]=[C:21]([S:24][CH3:25])[N:22]=[CH:23][C:18]=2[CH:17]=1)[CH3:2].CC1C=CC(S(O[CH2:40][CH2:41][CH2:42][NH:43][C:44]([O:46][C:47]([CH3:50])([CH3:49])[CH3:48])=[O:45])(=O)=O)=CC=1, predict the reaction product. The product is: [CH2:1]([C:3]1[CH:8]=[C:7]([C:9]2[CH:14]=[N:13][CH:12]=[C:11]([CH3:15])[N:10]=2)[CH:6]=[CH:5][C:4]=1[C:16]1[C:27](=[O:28])[N:26]([CH2:40][CH2:41][CH2:42][NH:43][C:44](=[O:45])[O:46][C:47]([CH3:50])([CH3:49])[CH3:48])[C:19]2[N:20]=[C:21]([S:24][CH3:25])[N:22]=[CH:23][C:18]=2[CH:17]=1)[CH3:2]. (3) The product is: [ClH:42].[ClH:42].[O:1]1[C:6]2[CH:7]=[CH:8][C:9]([O:11][CH2:12][CH2:13][O:14][C:15]3[C:16]([N:21]4[CH2:22][CH2:23][NH:24][CH2:25][CH2:26]4)=[N:17][CH:18]=[CH:19][N:20]=3)=[CH:10][C:5]=2[O:4][CH2:3][CH2:2]1. Given the reactants [O:1]1[C:6]2[CH:7]=[CH:8][C:9]([O:11][CH2:12][CH2:13][O:14][C:15]3[C:16]([N:21]4[CH2:26][CH2:25][N:24](C(OC(C)(C)C)=O)[CH2:23][CH2:22]4)=[N:17][CH:18]=[CH:19][N:20]=3)=[CH:10][C:5]=2[O:4][CH2:3][CH2:2]1.C(O)(C(F)(F)F)=O.C(Cl)[Cl:42], predict the reaction product. (4) Given the reactants [CH3:1][C:2]1[C:6]([C:7]([C:16]2[O:17][C:18]3[CH:24]=[CH:23][C:22]([CH2:25][C:26]([NH:28][CH:29]([C:36]4[CH:41]=[CH:40][C:39]([CH3:42])=[CH:38][C:37]=4[CH3:43])[C:30]4[CH:35]=[CH:34][CH:33]=[CH:32][CH:31]=4)=[O:27])=[CH:21][C:19]=3[CH:20]=2)([OH:15])[C:8]#[C:9][C:10]([O:12][CH2:13][CH3:14])=[O:11])=[C:5]([CH3:44])[O:4][N:3]=1, predict the reaction product. The product is: [CH3:1][C:2]1[C:6]([C:7]([C:16]2[O:17][C:18]3[CH:24]=[CH:23][C:22]([CH2:25][C:26]([NH:28][CH:29]([C:36]4[CH:41]=[CH:40][C:39]([CH3:42])=[CH:38][C:37]=4[CH3:43])[C:30]4[CH:31]=[CH:32][CH:33]=[CH:34][CH:35]=4)=[O:27])=[CH:21][C:19]=3[CH:20]=2)([OH:15])[CH2:8][CH2:9][C:10]([O:12][CH2:13][CH3:14])=[O:11])=[C:5]([CH3:44])[O:4][N:3]=1. (5) Given the reactants C[O:2][C:3]1[CH:8]=[CH:7][CH:6]=[C:5]([O:9]C)[C:4]=1[C:11]1[C:16]2[S:17][C:18]3[CH:23]=[CH:22][CH:21]=[CH:20][C:19]=3[C:15]=2[CH:14]=[CH:13][CH:12]=1.Cl.[NH+]1C=CC=CC=1, predict the reaction product. The product is: [CH:14]1[C:15]2[C:19]3[CH:20]=[CH:21][CH:22]=[CH:23][C:18]=3[S:17][C:16]=2[C:11]([C:4]2[C:5]([OH:9])=[CH:6][CH:7]=[CH:8][C:3]=2[OH:2])=[CH:12][CH:13]=1.